From a dataset of Reaction yield outcomes from USPTO patents with 853,638 reactions. Predict the reaction yield, written as a fraction of the theoretical maximum amount of product (1.0 means a 100% yield; for example, 0.34 means a 34% yield). The reactants are [NH2:1][C:2]1[CH:3]=[N:4][CH:5]=[CH:6][C:7]=1[OH:8].[NH2:9][C:10]1[CH:18]=[CH:17][CH:16]=[CH:15][C:11]=1[C:12](O)=O. No catalyst specified. The product is [O:8]1[C:7]2[CH:6]=[CH:5][N:4]=[CH:3][C:2]=2[N:1]=[C:12]1[C:11]1[CH:15]=[CH:16][CH:17]=[CH:18][C:10]=1[NH2:9]. The yield is 0.390.